From a dataset of NCI-60 drug combinations with 297,098 pairs across 59 cell lines. Regression. Given two drug SMILES strings and cell line genomic features, predict the synergy score measuring deviation from expected non-interaction effect. (1) Drug 1: C1CNP(=O)(OC1)N(CCCl)CCCl. Drug 2: C1CN(P(=O)(OC1)NCCCl)CCCl. Cell line: SF-295. Synergy scores: CSS=12.3, Synergy_ZIP=2.05, Synergy_Bliss=5.87, Synergy_Loewe=4.18, Synergy_HSA=4.93. (2) Drug 1: CN(C)N=NC1=C(NC=N1)C(=O)N. Drug 2: C1CC(=O)NC(=O)C1N2C(=O)C3=CC=CC=C3C2=O. Cell line: MCF7. Synergy scores: CSS=-6.05, Synergy_ZIP=0.278, Synergy_Bliss=-4.60, Synergy_Loewe=-5.96, Synergy_HSA=-5.63. (3) Drug 1: CC(C1=C(C=CC(=C1Cl)F)Cl)OC2=C(N=CC(=C2)C3=CN(N=C3)C4CCNCC4)N. Drug 2: CC1=C(C=C(C=C1)NC(=O)C2=CC=C(C=C2)CN3CCN(CC3)C)NC4=NC=CC(=N4)C5=CN=CC=C5. Cell line: HL-60(TB). Synergy scores: CSS=2.09, Synergy_ZIP=-2.21, Synergy_Bliss=-11.9, Synergy_Loewe=-41.4, Synergy_HSA=-20.7. (4) Drug 1: C1=CC(=CC=C1CCC2=CNC3=C2C(=O)NC(=N3)N)C(=O)NC(CCC(=O)O)C(=O)O. Drug 2: C1CCC(C(C1)N)N.C(=O)(C(=O)[O-])[O-].[Pt+4]. Cell line: EKVX. Synergy scores: CSS=-2.17, Synergy_ZIP=-2.21, Synergy_Bliss=-7.80, Synergy_Loewe=-8.23, Synergy_HSA=-8.14. (5) Drug 1: C1=NC(=NC(=O)N1C2C(C(C(O2)CO)O)O)N. Cell line: SK-MEL-5. Drug 2: CS(=O)(=O)OCCCCOS(=O)(=O)C. Synergy scores: CSS=33.3, Synergy_ZIP=-7.62, Synergy_Bliss=-0.851, Synergy_Loewe=-27.2, Synergy_HSA=1.25. (6) Drug 1: C1CCC(CC1)NC(=O)N(CCCl)N=O. Drug 2: CC1C(C(CC(O1)OC2CC(OC(C2O)C)OC3=CC4=CC5=C(C(=O)C(C(C5)C(C(=O)C(C(C)O)O)OC)OC6CC(C(C(O6)C)O)OC7CC(C(C(O7)C)O)OC8CC(C(C(O8)C)O)(C)O)C(=C4C(=C3C)O)O)O)O. Cell line: SW-620. Synergy scores: CSS=16.5, Synergy_ZIP=4.27, Synergy_Bliss=5.68, Synergy_Loewe=3.68, Synergy_HSA=4.09. (7) Drug 1: CC1OCC2C(O1)C(C(C(O2)OC3C4COC(=O)C4C(C5=CC6=C(C=C35)OCO6)C7=CC(=C(C(=C7)OC)O)OC)O)O. Drug 2: CCCCC(=O)OCC(=O)C1(CC(C2=C(C1)C(=C3C(=C2O)C(=O)C4=C(C3=O)C=CC=C4OC)O)OC5CC(C(C(O5)C)O)NC(=O)C(F)(F)F)O. Cell line: T-47D. Synergy scores: CSS=30.7, Synergy_ZIP=-8.37, Synergy_Bliss=-6.83, Synergy_Loewe=-5.07, Synergy_HSA=-4.69.